Dataset: Full USPTO retrosynthesis dataset with 1.9M reactions from patents (1976-2016). Task: Predict the reactants needed to synthesize the given product. (1) Given the product [CH2:2]([O:4][C:5](=[O:38])[C@@H:6]([NH:37][C:43](=[O:44])[CH2:42][CH2:41][O:40][CH3:39])[CH2:7][NH2:8])[CH3:3], predict the reactants needed to synthesize it. The reactants are: Cl.[CH2:2]([O:4][C:5](=[O:38])[C@@H:6]([NH2:37])[CH2:7][NH:8]C([C@@H]1CCCN(C(=O)CCC2CCN(C(OCC3C=CC=CC=3)=O)CC2)C1)=O)[CH3:3].[CH3:39][O:40][CH2:41][CH2:42][C:43](O)=[O:44].ON1C2C=CC=CC=2N=N1.C(N=C=NCCCN(C)C)C. (2) The reactants are: Cl[C:2]1[CH:7]=[N:6][CH:5]=[C:4]([Cl:8])[N:3]=1.[OH:9][CH:10]1[CH2:15][CH2:14][N:13]([C:16]([O:18][C:19]([CH3:22])([CH3:21])[CH3:20])=[O:17])[CH2:12][CH2:11]1. Given the product [Cl:8][C:4]1[N:3]=[C:2]([O:9][CH:10]2[CH2:11][CH2:12][N:13]([C:16]([O:18][C:19]([CH3:22])([CH3:21])[CH3:20])=[O:17])[CH2:14][CH2:15]2)[CH:7]=[N:6][CH:5]=1, predict the reactants needed to synthesize it. (3) Given the product [CH2:38]([C:15]([N:14]=[C:7]([C:8]1[CH:13]=[CH:12][CH:11]=[CH:10][CH:9]=1)[C:1]1[CH:6]=[CH:5][CH:4]=[CH:3][CH:2]=1)([CH2:21][CH2:22][CH2:23][CH2:24][B:25]1[O:26][C:27]([CH3:32])([CH3:33])[C:28]([CH3:31])([CH3:30])[O:29]1)[C:16]([O:18][CH2:19][CH3:20])=[O:17])[CH:34]=[CH2:35], predict the reactants needed to synthesize it. The reactants are: [C:1]1([C:7](=[N:14][CH:15]([CH2:21][CH2:22][CH2:23][CH2:24][B:25]2[O:29][C:28]([CH3:31])([CH3:30])[C:27]([CH3:33])([CH3:32])[O:26]2)[C:16]([O:18][CH2:19][CH3:20])=[O:17])[C:8]2[CH:13]=[CH:12][CH:11]=[CH:10][CH:9]=2)[CH:6]=[CH:5][CH:4]=[CH:3][CH:2]=1.[CH2:34]1[CH2:38]OC[CH2:35]1.C[Si]([N-][Si](C)(C)C)(C)C.[Li+].C(Br)C=C. (4) Given the product [CH3:21][O:20][C:17]1[CH:18]=[CH:19][C:14]([N:9]2[C:7]([C:6]3[CH:22]=[CH:23][C:3]([O:2][CH3:1])=[CH:4][CH:5]=3)=[N:12][C:11]([SH:13])=[N:10]2)=[CH:15][CH:16]=1, predict the reactants needed to synthesize it. The reactants are: [CH3:1][O:2][C:3]1[CH:23]=[CH:22][C:6]([C:7]([N:9]([C:14]2[CH:19]=[CH:18][C:17]([O:20][CH3:21])=[CH:16][CH:15]=2)[NH:10][C:11](=[S:13])[NH2:12])=O)=[CH:5][CH:4]=1.C(O)C.